Dataset: NCI-60 drug combinations with 297,098 pairs across 59 cell lines. Task: Regression. Given two drug SMILES strings and cell line genomic features, predict the synergy score measuring deviation from expected non-interaction effect. (1) Cell line: SW-620. Drug 1: C1CNP(=O)(OC1)N(CCCl)CCCl. Synergy scores: CSS=-4.08, Synergy_ZIP=-10.3, Synergy_Bliss=-24.9, Synergy_Loewe=-47.1, Synergy_HSA=-26.7. Drug 2: CCC1(C2=C(COC1=O)C(=O)N3CC4=CC5=C(C=CC(=C5CN(C)C)O)N=C4C3=C2)O.Cl. (2) Drug 1: C1CCC(C1)C(CC#N)N2C=C(C=N2)C3=C4C=CNC4=NC=N3. Drug 2: C1CC(C1)(C(=O)O)C(=O)O.[NH2-].[NH2-].[Pt+2]. Synergy scores: CSS=34.6, Synergy_ZIP=-8.84, Synergy_Bliss=-3.73, Synergy_Loewe=0.0455, Synergy_HSA=1.39. Cell line: CAKI-1.